This data is from Full USPTO retrosynthesis dataset with 1.9M reactions from patents (1976-2016). The task is: Predict the reactants needed to synthesize the given product. (1) Given the product [CH2:1]([C:3]1[CH:12]=[C:11]([C:13]2[N:17]=[C:16]([C:18]3[CH:23]=[C:22]([CH3:24])[C:21]([CH2:25][CH:26]([CH3:28])[CH3:27])=[CH:20][N:19]=3)[O:15][N:14]=2)[CH:10]=[C:9]([CH3:29])[C:4]=1[O:5][CH2:6][CH2:7][NH:8][C:62](=[O:63])[CH2:61][OH:64])[CH3:2], predict the reactants needed to synthesize it. The reactants are: [CH2:1]([C:3]1[CH:12]=[C:11]([C:13]2[N:17]=[C:16]([C:18]3[CH:23]=[C:22]([CH3:24])[C:21]([CH2:25][CH:26]([CH3:28])[CH3:27])=[CH:20][N:19]=3)[O:15][N:14]=2)[CH:10]=[C:9]([CH3:29])[C:4]=1[O:5][CH2:6][CH2:7][NH2:8])[CH3:2].CCN=C=NCCCN(C)C.Cl.C1C=CC2N(O)N=NC=2C=1.CCN(C(C)C)C(C)C.[C:61](O)(=[O:64])[CH2:62][OH:63]. (2) Given the product [CH2:60]([S:61]([NH:64][C:42]([CH:39]1[CH2:38][CH2:37][N:36]([C:26]2[C:25]([C:23]#[N:24])=[CH:30][C:29]([C:31]([O:33][CH3:34])=[O:32])=[C:28]([CH3:35])[N:27]=2)[CH2:41][CH2:40]1)=[O:44])(=[O:63])=[O:62])[C:54]1[CH:59]=[CH:58][CH:57]=[CH:56][CH:55]=1, predict the reactants needed to synthesize it. The reactants are: CN(C(ON1N=NC2C=CC=CC1=2)=[N+](C)C)C.[B-](F)(F)(F)F.[C:23]([C:25]1[C:26]([N:36]2[CH2:41][CH2:40][CH:39]([C:42]([OH:44])=O)[CH2:38][CH2:37]2)=[N:27][C:28]([CH3:35])=[C:29]([C:31]([O:33][CH3:34])=[O:32])[CH:30]=1)#[N:24].CCN(C(C)C)C(C)C.[C:54]1([CH2:60][S:61]([NH2:64])(=[O:63])=[O:62])[CH:59]=[CH:58][CH:57]=[CH:56][CH:55]=1.C([O-])(O)=O.[Na+]. (3) The reactants are: [Cl:1][C:2]1[CH:10]=[C:9]2[C:5]([C:6]([CH2:11][CH2:12][CH2:13][OH:14])=[CH:7][NH:8]2)=[CH:4][CH:3]=1.C1C=CC(P(C2C=CC=CC=2)C2C=CC=CC=2)=CC=1.[C:34]1(O)[C:43]2[C:38](=[CH:39][CH:40]=[CH:41][CH:42]=2)[CH:37]=[CH:36][CH:35]=1. Given the product [Cl:1][C:2]1[CH:10]=[C:9]2[C:5]([C:6]([CH2:11][CH2:12][CH2:13][O:14][C:42]3[C:43]4[C:38](=[CH:37][CH:36]=[CH:35][CH:34]=4)[CH:39]=[CH:40][CH:41]=3)=[CH:7][NH:8]2)=[CH:4][CH:3]=1, predict the reactants needed to synthesize it. (4) Given the product [Cl:1][C:2]1[C:3]([C:9]2[CH:14]=[CH:13][C:12]([F:15])=[C:11]([NH:16][CH2:17][CH:18]3[CH2:23][O:22][CH2:21][C:20]([CH3:25])([CH3:24])[O:19]3)[N:10]=2)=[CH:4][C:5]([NH2:27])=[N:6][CH:7]=1, predict the reactants needed to synthesize it. The reactants are: [Cl:1][C:2]1[C:3]([C:9]2[CH:14]=[CH:13][C:12]([F:15])=[C:11]([NH:16][CH2:17][CH:18]3[CH2:23][O:22][CH2:21][C:20]([CH3:25])([CH3:24])[O:19]3)[N:10]=2)=[CH:4][C:5](F)=[N:6][CH:7]=1.[OH-].[NH4+:27].